This data is from Full USPTO retrosynthesis dataset with 1.9M reactions from patents (1976-2016). The task is: Predict the reactants needed to synthesize the given product. (1) Given the product [CH3:13][C:9]1([CH3:12])[N:8]([C:14]([O:16][C:17]([CH3:18])([CH3:19])[CH3:20])=[O:15])[C@@H:7]([CH2:6][C@H:5]2[CH2:4][CH2:3][CH2:2][O:22][CH2:21]2)[CH2:11][O:10]1, predict the reactants needed to synthesize it. The reactants are: O[CH2:2][CH2:3][CH2:4][C@@H:5]([CH2:21][O:22]S(C1C=CC(C)=CC=1)(=O)=O)[CH2:6][C@H:7]1[CH2:11][O:10][C:9]([CH3:13])([CH3:12])[N:8]1[C:14]([O:16][C:17]([CH3:20])([CH3:19])[CH3:18])=[O:15].[H-].[Na+]. (2) Given the product [O:17]1[CH:18]=[CH:19][CH:20]=[C:16]1[C:14]1[N:15]=[C:11]([NH:10][C:8]([CH:6]2[CH:5]=[CH:4][C:3](=[N:30][OH:31])[O:7]2)=[O:9])[S:12][C:13]=1[C:21]([CH:23]1[CH2:24][CH2:25][O:26][CH2:27][CH2:28]1)=[O:22], predict the reactants needed to synthesize it. The reactants are: C([C:3]1[O:7][C:6]([C:8]([NH:10][C:11]2[S:12][C:13]([C:21]([CH:23]3[CH2:28][CH2:27][O:26][CH2:25][CH2:24]3)=[O:22])=[C:14]([C:16]3[O:17][CH:18]=[CH:19][CH:20]=3)[N:15]=2)=[O:9])=[CH:5][CH:4]=1)=O.Cl.[NH2:30][OH:31]. (3) Given the product [OH:17][CH:14]1[CH2:15][CH2:16][N:11]([C:8]2[S:9][CH:10]=[C:6]([C:4]([OH:5])=[O:3])[N:7]=2)[CH2:12][CH2:13]1, predict the reactants needed to synthesize it. The reactants are: C([O:3][C:4]([C:6]1[N:7]=[C:8]([N:11]2[CH2:16][CH2:15][CH:14]([OH:17])[CH2:13][CH2:12]2)[S:9][CH:10]=1)=[O:5])C.[OH-].[Na+].OS([O-])(=O)=O.[Na+]. (4) Given the product [NH:34]1[C:42]2[C:37](=[C:38]([C:43]3[CH:51]=[C:50]4[C:46]([CH:47]=[N:48][NH:49]4)=[C:45]([NH:58][C:7]([C:4]4[CH:3]=[C:2]([CH3:1])[NH:6][N:5]=4)=[O:9])[CH:44]=3)[CH:39]=[CH:40][CH:41]=2)[CH:36]=[CH:35]1, predict the reactants needed to synthesize it. The reactants are: [CH3:1][C:2]1[NH:6][N:5]=[C:4]([C:7]([OH:9])=O)[CH:3]=1.F[P-](F)(F)(F)(F)F.CN(C(ON1C2=NC=CC=C2N=N1)=[N+](C)C)C.[NH:34]1[C:42]2[C:37](=[C:38]([C:43]3[CH:44]=[C:45]([NH2:58])[C:46]4[C:50]([CH:51]=3)=[N:49][N:48](C3CCCCO3)[CH:47]=4)[CH:39]=[CH:40][CH:41]=2)[CH:36]=[CH:35]1. (5) Given the product [CH3:12][C:11]1[CH:10]=[C:9]([O:13][CH2:14][C:15]2[N:16]=[C:17]([C:21]3[CH:26]=[CH:25][CH:24]=[CH:23][CH:22]=3)[O:18][C:19]=2[CH3:20])[CH:8]=[C:7]([CH3:27])[C:6]=1[CH2:5][C@H:4]([O:28][CH2:29][CH3:30])[C:3]([OH:31])=[O:2], predict the reactants needed to synthesize it. The reactants are: C[O:2][C:3](=[O:31])[C@@H:4]([O:28][CH2:29][CH3:30])[CH2:5][C:6]1[C:11]([CH3:12])=[CH:10][C:9]([O:13][CH2:14][C:15]2[N:16]=[C:17]([C:21]3[CH:26]=[CH:25][CH:24]=[CH:23][CH:22]=3)[O:18][C:19]=2[CH3:20])=[CH:8][C:7]=1[CH3:27].[Li+].[OH-]. (6) Given the product [CH3:1][N:2]([CH2:6][C:7]1[CH:12]=[CH:11][C:10]([F:13])=[CH:9][CH:8]=1)[C:3](=[S:20])[CH3:4], predict the reactants needed to synthesize it. The reactants are: [CH3:1][N:2]([CH2:6][C:7]1[CH:12]=[CH:11][C:10]([F:13])=[CH:9][CH:8]=1)[C:3](=O)[CH3:4].C1COCC1.P12(SP3(SP(SP(S3)(S1)=S)(=S)S2)=S)=[S:20].CCCCCCC. (7) Given the product [CH:1]1([CH2:6][CH:7]([C:11]2[CH:16]=[CH:15][C:14]([S:17]([C:20]([F:21])([F:22])[F:23])(=[O:18])=[O:19])=[CH:13][CH:12]=2)[C:8]([NH:51][C:52]2[CH:57]=[CH:56][CH:55]=[CH:54][N:53]=2)=[O:10])[CH2:2][CH2:3][CH2:4][CH2:5]1, predict the reactants needed to synthesize it. The reactants are: [CH:1]1([CH2:6][CH:7]([C:11]2[CH:16]=[CH:15][C:14]([S:17]([C:20]([F:23])([F:22])[F:21])(=[O:19])=[O:18])=[CH:13][CH:12]=2)[C:8]([OH:10])=O)[CH2:5][CH2:4][CH2:3][CH2:2]1.C1(P(C2C=CC=CC=2)C2C=CC=CC=2)C=CC=CC=1.BrN1C(=O)CCC1=O.[NH2:51][C:52]1[CH:57]=[CH:56][CH:55]=[CH:54][N:53]=1. (8) Given the product [CH3:6][O:7][C:8]1[CH:9]=[CH:10][C:11]([CH2:12][NH:13][C:14]2[CH:15]=[C:16]([Br:23])[N:17]=[CH:18][C:19]=2[NH2:20])=[CH:24][CH:25]=1, predict the reactants needed to synthesize it. The reactants are: O.O.[Sn](Cl)Cl.[CH3:6][O:7][C:8]1[CH:25]=[CH:24][C:11]([CH2:12][NH:13][C:14]2[C:19]([N+:20]([O-])=O)=[CH:18][N:17]=[C:16]([Br:23])[CH:15]=2)=[CH:10][CH:9]=1. (9) Given the product [CH3:20][C:21]1([CH3:37])[C:25]([CH3:27])([CH3:26])[O:24][B:23]([C:2]2[CH:7]=[CH:6][C:5]([C:8]([NH:11][C:12](=[O:14])[CH3:13])([CH3:10])[CH3:9])=[CH:4][CH:3]=2)[O:22]1, predict the reactants needed to synthesize it. The reactants are: Br[C:2]1[CH:7]=[CH:6][C:5]([C:8]([NH:11][C:12](=[O:14])[CH3:13])([CH3:10])[CH3:9])=[CH:4][CH:3]=1.CC([O-])=O.[K+].[CH3:20][C:21]1([CH3:37])[C:25]([CH3:27])([CH3:26])[O:24][B:23]([B:23]2[O:24][C:25]([CH3:27])([CH3:26])[C:21]([CH3:37])([CH3:20])[O:22]2)[O:22]1.O. (10) Given the product [F:1][C:2]1[CH:3]=[CH:4][C:5]2[NH:8][C:9]3[CH:10]=[N:11][N:12]([CH3:17])[C:13]=3[C:14](=[O:16])[C:6]=2[CH:7]=1, predict the reactants needed to synthesize it. The reactants are: [F:1][C:2]1[CH:7]=[CH:6][C:5]([NH:8][C:9]2[CH:10]=[N:11][N:12]([CH3:17])[C:13]=2[C:14]([OH:16])=O)=[CH:4][CH:3]=1.